Dataset: Forward reaction prediction with 1.9M reactions from USPTO patents (1976-2016). Task: Predict the product of the given reaction. The product is: [C:1]([Si:5]([O:8]/[C:9](/[C:12]1[CH:17]=[CH:16][CH:15]=[C:14]([F:19])[CH:13]=1)=[CH:10]\[CH3:11])([CH3:7])[CH3:6])([CH3:4])([CH3:3])[CH3:2]. Given the reactants [C:1]([Si:5]([O:8]/[C:9](/[C:12]1[CH:17]=[CH:16][CH:15]=[C:14](Cl)[CH:13]=1)=[CH:10]\[CH3:11])([CH3:7])[CH3:6])([CH3:4])([CH3:3])[CH3:2].[F:19]CCC(C1C=CC=CC=1)=O.[Si](OS(C(F)(F)F)(=O)=O)(C(C)(C)C)(C)C.CCN(CC)CC, predict the reaction product.